From a dataset of Forward reaction prediction with 1.9M reactions from USPTO patents (1976-2016). Predict the product of the given reaction. The product is: [F:1][C:2]1[CH:7]=[CH:6][C:5]([C:8]2[C:16]3[C:11](=[CH:12][CH:13]=[C:14]([NH:17][C:18]([CH:20]4[CH2:24][CH2:23][N:22]([CH2:26][C:27]([N:29]5[CH2:30][CH:31]=[C:32]([C:35]6[CH:40]=[CH:39][C:38]([C:41]7[N:42]=[CH:43][C:44]([F:47])=[CH:45][N:46]=7)=[C:37]([F:48])[CH:36]=6)[CH2:33][CH2:34]5)=[O:28])[CH2:21]4)=[O:19])[CH:15]=3)[NH:10][N:9]=2)=[CH:4][CH:3]=1. Given the reactants [F:1][C:2]1[CH:7]=[CH:6][C:5]([C:8]2[C:16]3[C:11](=[CH:12][CH:13]=[C:14]([NH:17][C:18]([CH:20]4[CH2:24][CH2:23][NH:22][CH2:21]4)=[O:19])[CH:15]=3)[NH:10][N:9]=2)=[CH:4][CH:3]=1.Cl[CH2:26][C:27]([N:29]1[CH2:34][CH:33]=[C:32]([C:35]2[CH:40]=[CH:39][C:38]([C:41]3[N:46]=[CH:45][C:44]([F:47])=[CH:43][N:42]=3)=[C:37]([F:48])[CH:36]=2)[CH2:31][CH2:30]1)=[O:28].C(=O)(O)[O-].[K+].[I-].[Na+], predict the reaction product.